Dataset: Catalyst prediction with 721,799 reactions and 888 catalyst types from USPTO. Task: Predict which catalyst facilitates the given reaction. (1) Reactant: C(=O)([O-])[O-].[K+].[K+].[NH:7]1[CH:11]=[C:10]([C:12]([O:14][CH2:15][CH3:16])=[O:13])[CH:9]=[N:8]1.Cl[CH:18]([F:20])[F:19].O. Product: [F:19][CH:18]([F:20])[N:7]1[CH:11]=[C:10]([C:12]([O:14][CH2:15][CH3:16])=[O:13])[CH:9]=[N:8]1. The catalyst class is: 9. (2) Reactant: [H-].[Al+3].[Li+].[H-].[H-].[H-].[CH2:7]([N:11]([CH2:49][CH:50]([CH3:52])[CH3:51])[C:12]([C:14]1[CH:48]=[CH:47][C:17]2[N:18]([CH2:34][CH2:35][CH2:36][N:37]([CH3:46])[CH2:38][CH2:39][C:40]3[CH:45]=[CH:44][CH:43]=[CH:42][N:41]=3)[C:19]([NH:21][C:22]3[CH:27]=[C:26]([O:28][CH3:29])[C:25]([O:30][CH3:31])=[C:24]([O:32][CH3:33])[CH:23]=3)=[N:20][C:16]=2[CH:15]=1)=O)[CH:8]([CH3:10])[CH3:9].C(OCC)(=O)C. The catalyst class is: 7. Product: [CH2:7]([N:11]([CH2:12][C:14]1[CH:48]=[CH:47][C:17]2[N:18]([CH2:34][CH2:35][CH2:36][N:37]([CH3:46])[CH2:38][CH2:39][C:40]3[CH:45]=[CH:44][CH:43]=[CH:42][N:41]=3)[C:19]([NH:21][C:22]3[CH:23]=[C:24]([O:32][CH3:33])[C:25]([O:30][CH3:31])=[C:26]([O:28][CH3:29])[CH:27]=3)=[N:20][C:16]=2[CH:15]=1)[CH2:49][CH:50]([CH3:51])[CH3:52])[CH:8]([CH3:10])[CH3:9]. (3) Reactant: [CH3:1][S:2][C:3]1[C:4]([C:8]2[CH:9]=[N:10][CH:11]=[CH:12][CH:13]=2)=[N:5][NH:6][CH:7]=1.[CH2:14](SSCC=C)[CH:15]=C.IC1C(C2C=NC=CC=2)=NNC=1. Product: [CH2:1]([S:2][C:3]1[C:4]([C:8]2[CH:9]=[N:10][CH:11]=[CH:12][CH:13]=2)=[N:5][NH:6][CH:7]=1)[CH:14]=[CH2:15]. The catalyst class is: 13.